This data is from Catalyst prediction with 721,799 reactions and 888 catalyst types from USPTO. The task is: Predict which catalyst facilitates the given reaction. (1) The catalyst class is: 9. Product: [OH:1][C:2]1[C:27]([C:26]([NH:28][CH2:29][C:30]([O:32][CH2:38][CH3:39])=[O:31])=[O:56])=[C:4]2[C:9](=[CH:10][C:11]=1[C:12]1[S:13][CH:14]=[CH:15][CH:16]=1)[N:8]=[C:7]([C:17]1[S:18][CH:19]=[CH:20][CH:21]=1)[CH:6]=[N:5]2. Reactant: [OH:1][C:2]1[C:11]([C:12]2[S:13][CH:14]=[CH:15][CH:16]=2)=[CH:10][C:9]2[N:8]=[C:7]([C:17]3[S:18][CH:19]=[CH:20][CH:21]=3)[CH:6]=[N:5][C:4]=2C=1C(O)=O.Cl.[CH2:26]([NH:28][CH2:29][C:30]([OH:32])=[O:31])[CH3:27].C(N([CH2:38][CH3:39])CC)C.C1CN([P+]([O:56]N2N=NC3C=CC=CC2=3)(N2CCCC2)N2CCCC2)CC1.F[P-](F)(F)(F)(F)F. (2) Reactant: [NH2:1][C:2]1[C:7]([C:8]#[N:9])=[C:6]([C:10]2[CH:15]=[CH:14][C:13]([O:16][C@H:17]3[C@H:21]([O:22][Si:23]([C:26]([CH3:29])([CH3:28])[CH3:27])([CH3:25])[CH3:24])[CH2:20][O:19][CH2:18]3)=[CH:12][CH:11]=2)[C:5]([C:30]#[N:31])=[C:4]([SH:32])[N:3]=1.Cl[CH2:34][C:35]1[N:36]=[C:37]([C:40]2[CH:45]=[CH:44][C:43]([Cl:46])=[CH:42][CH:41]=2)[S:38][CH:39]=1.C(=O)([O-])[O-].[K+].[K+]. Product: [NH2:1][C:2]1[C:7]([C:8]#[N:9])=[C:6]([C:10]2[CH:15]=[CH:14][C:13]([O:16][C@H:17]3[C@H:21]([O:22][Si:23]([C:26]([CH3:28])([CH3:29])[CH3:27])([CH3:25])[CH3:24])[CH2:20][O:19][CH2:18]3)=[CH:12][CH:11]=2)[C:5]([C:30]#[N:31])=[C:4]([S:32][CH2:34][C:35]2[N:36]=[C:37]([C:40]3[CH:45]=[CH:44][C:43]([Cl:46])=[CH:42][CH:41]=3)[S:38][CH:39]=2)[N:3]=1. The catalyst class is: 3. (3) Reactant: [Cl:1][C:2]1[CH:10]=[C:9]2[C:5]([C:6](=[O:24])[N:7]([C:13]3[C:22]4[CH2:21][CH2:20][CH2:19][C:18](=O)[C:17]=4[CH:16]=[N:15][CH:14]=3)[C:8]2([CH3:12])[CH3:11])=[CH:4][CH:3]=1.[BH3-]C#[N:27].[Na+].CC([O-])=O.[NH4+]. Product: [NH2:27][CH:18]1[C:17]2[CH:16]=[N:15][CH:14]=[C:13]([N:7]3[C:8]([CH3:12])([CH3:11])[C:9]4[C:5](=[CH:4][CH:3]=[C:2]([Cl:1])[CH:10]=4)[C:6]3=[O:24])[C:22]=2[CH2:21][CH2:20][CH2:19]1. The catalyst class is: 32. (4) Reactant: [CH:1]([C:4]1[CH:5]=[C:6]([CH:19]=[CH:20][C:21]=1[O:22][Si:23]([CH:30]([CH3:32])[CH3:31])([CH:27]([CH3:29])[CH3:28])[CH:24]([CH3:26])[CH3:25])[CH2:7][N:8]1[C:16]2[C:11](=[C:12]([NH2:18])[CH:13]=[CH:14][C:15]=2[CH3:17])[CH:10]=[CH:9]1)([CH3:3])[CH3:2].[NH:33]1[C:37]([CH2:38][C:39](O)=[O:40])=[N:36][N:35]=[N:34]1.C(N=C=NCCCN(C)C)C. Product: [CH:1]([C:4]1[CH:5]=[C:6]([CH:19]=[CH:20][C:21]=1[O:22][Si:23]([CH:30]([CH3:32])[CH3:31])([CH:27]([CH3:29])[CH3:28])[CH:24]([CH3:26])[CH3:25])[CH2:7][N:8]1[C:16]2[C:11](=[C:12]([NH:18][C:39](=[O:40])[CH2:38][C:37]3[NH:36][N:35]=[N:34][N:33]=3)[CH:13]=[CH:14][C:15]=2[CH3:17])[CH:10]=[CH:9]1)([CH3:3])[CH3:2]. The catalyst class is: 54. (5) Reactant: [C:1]([O:5][C:6](=[O:26])/[C:7](=[CH:11]/[C:12]1[CH:17]=[CH:16][C:15]([N:18]2[CH:22]=[C:21]([CH3:23])[N:20]=[CH:19]2)=[C:14]([O:24][CH3:25])[CH:13]=1)/[CH2:8][CH2:9]O)([CH3:4])([CH3:3])[CH3:2].C1(P(C2C=CC=CC=2)C2C=CC=CC=2)C=CC=CC=1.[C:46]1(=[O:56])[NH:50][C:49](=[O:51])[C:48]2=[CH:52][CH:53]=[CH:54][CH:55]=[C:47]12.N(C(OC(C)C)=O)=NC(OC(C)C)=O. Product: [C:1]([O:5][C:6](=[O:26])/[C:7](=[CH:11]/[C:12]1[CH:17]=[CH:16][C:15]([N:18]2[CH:22]=[C:21]([CH3:23])[N:20]=[CH:19]2)=[C:14]([O:24][CH3:25])[CH:13]=1)/[CH2:8][CH2:9][N:50]1[C:46](=[O:56])[C:47]2[C:48](=[CH:52][CH:53]=[CH:54][CH:55]=2)[C:49]1=[O:51])([CH3:2])([CH3:4])[CH3:3]. The catalyst class is: 1.